Predict which catalyst facilitates the given reaction. From a dataset of Catalyst prediction with 721,799 reactions and 888 catalyst types from USPTO. (1) Reactant: [F:1][C:2]1[CH:3]=[CH:4][C:5]([C:26]2[C:31]([CH3:32])=[CH:30][C:29]([O:33][CH2:34][C:35]3([OH:41])[CH2:40][CH2:39][O:38][CH2:37][CH2:36]3)=[CH:28][C:27]=2[CH3:42])=[C:6]2[C:10]=1[C@H:9]([O:11][C:12]1[CH:25]=[CH:24][C:15]3[C@H:16]([CH2:19][C:20]([O:22]C)=[O:21])[CH2:17][O:18][C:14]=3[CH:13]=1)[CH2:8][CH2:7]2. Product: [F:1][C:2]1[CH:3]=[CH:4][C:5]([C:26]2[C:31]([CH3:32])=[CH:30][C:29]([O:33][CH2:34][C:35]3([OH:41])[CH2:36][CH2:37][O:38][CH2:39][CH2:40]3)=[CH:28][C:27]=2[CH3:42])=[C:6]2[C:10]=1[C@H:9]([O:11][C:12]1[CH:25]=[CH:24][C:15]3[C@H:16]([CH2:19][C:20]([OH:22])=[O:21])[CH2:17][O:18][C:14]=3[CH:13]=1)[CH2:8][CH2:7]2. The catalyst class is: 13. (2) Reactant: [Br:1][C:2]1[CH:3]=[N:4][C:5]([O:8][C:9]2[CH:14]=[CH:13][CH:12]=[C:11]([CH2:15]Cl)[CH:10]=2)=[N:6][CH:7]=1.[P:17]([O:24]CC)([O:21][CH2:22][CH3:23])[O:18][CH2:19][CH3:20].C(OCC)(=O)C. Product: [Br:1][C:2]1[CH:3]=[N:4][C:5]([O:8][C:9]2[CH:10]=[C:11]([CH:12]=[CH:13][CH:14]=2)[CH2:15][P:17](=[O:24])([O:21][CH2:22][CH3:23])[O:18][CH2:19][CH3:20])=[N:6][CH:7]=1. The catalyst class is: 194. (3) Reactant: [NH2:1][C:2]1[S:3][C:4]2[CH2:5][N:6]([C:11]([O:13][C:14]([CH3:17])([CH3:16])[CH3:15])=[O:12])[CH2:7][CH2:8][C:9]=2[N:10]=1.Br[C:19]1[C:20](=[O:27])[N:21]([CH3:26])[CH:22]=[C:23]([Br:25])[CH:24]=1.CC1(C)C2C(=C(P(C3C=CC=CC=3)C3C=CC=CC=3)C=CC=2)OC2C(P(C3C=CC=CC=3)C3C=CC=CC=3)=CC=CC1=2.C([O-])([O-])=O.[Cs+].[Cs+]. Product: [Br:25][C:23]1[CH:24]=[C:19]([NH:1][C:2]2[S:3][C:4]3[CH2:5][N:6]([C:11]([O:13][C:14]([CH3:17])([CH3:16])[CH3:15])=[O:12])[CH2:7][CH2:8][C:9]=3[N:10]=2)[C:20](=[O:27])[N:21]([CH3:26])[CH:22]=1. The catalyst class is: 102. (4) Reactant: [CH2:1](Br)[C:2]1[CH:7]=[CH:6][CH:5]=[CH:4][CH:3]=1.C(=O)([O-])[O-].[Cs+].[Cs+].[OH:15][C:16]1[CH:24]=[CH:23][C:22]([F:25])=[CH:21][C:17]=1[C:18]([OH:20])=[O:19]. Product: [CH2:1]([O:19][C:18](=[O:20])[C:17]1[CH:21]=[C:22]([F:25])[CH:23]=[CH:24][C:16]=1[O:15][CH2:1][C:2]1[CH:7]=[CH:6][CH:5]=[CH:4][CH:3]=1)[C:2]1[CH:7]=[CH:6][CH:5]=[CH:4][CH:3]=1. The catalyst class is: 18. (5) Reactant: [Cl:1][C:2]1[CH:26]=[CH:25][C:5]([CH2:6][NH:7][C:8]([C:10]2[C:19](=[O:20])[C:18]3[C:13](=[C:14]([I:23])[CH:15]=[C:16]([CH2:21]Cl)[CH:17]=3)[N:12]([CH3:24])[CH:11]=2)=[O:9])=[CH:4][CH:3]=1.C(N(CC)C(C)C)(C)C.[NH:36]1[CH2:41][CH2:40][O:39][CH2:38][CH2:37]1.O. Product: [Cl:1][C:2]1[CH:3]=[CH:4][C:5]([CH2:6][NH:7][C:8]([C:10]2[C:19](=[O:20])[C:18]3[C:13](=[C:14]([I:23])[CH:15]=[C:16]([CH2:21][N:36]4[CH2:41][CH2:40][O:39][CH2:38][CH2:37]4)[CH:17]=3)[N:12]([CH3:24])[CH:11]=2)=[O:9])=[CH:25][CH:26]=1. The catalyst class is: 3.